From a dataset of Reaction yield outcomes from USPTO patents with 853,638 reactions. Predict the reaction yield, written as a fraction of the theoretical maximum amount of product (1.0 means a 100% yield; for example, 0.34 means a 34% yield). (1) The reactants are Cl[C:2]1[N:7]=[C:6]([NH:8][C:9]2[CH:14]=[CH:13][CH:12]=[CH:11][C:10]=2[S:15]([CH:18]([CH3:20])[CH3:19])(=[O:17])=[O:16])[C:5]([Cl:21])=[CH:4][N:3]=1.[CH3:22][P:23]([C:26]1[CH:32]=[CH:31][C:29]([NH2:30])=[C:28]([CH3:33])[CH:27]=1)([CH3:25])=[O:24].[OH-].[Na+]. The catalyst is COCCO. The product is [Cl:21][C:5]1[C:6]([NH:8][C:9]2[CH:14]=[CH:13][CH:12]=[CH:11][C:10]=2[S:15]([CH:18]([CH3:20])[CH3:19])(=[O:17])=[O:16])=[N:7][C:2]([NH:30][C:29]2[CH:31]=[CH:32][C:26]([P:23]([CH3:25])([CH3:22])=[O:24])=[CH:27][C:28]=2[CH3:33])=[N:3][CH:4]=1. The yield is 0.180. (2) The reactants are [F:1][C:2]1[C:3]([NH2:17])=[N:4][C:5]([O:8][CH2:9][C:10]2[CH:15]=[CH:14][C:13]([F:16])=[CH:12][CH:11]=2)=[N:6][CH:7]=1.[C:18]12([CH2:28]S(O)(=O)=O)C(C)(C)C(CC1)C[C:19]2=[O:20].[CH:33](=O)CC. No catalyst specified. The product is [F:1][C:2]1[C:3]([NH:17][CH:19]([O:20][CH3:33])[CH2:18][CH3:28])=[N:4][C:5]([O:8][CH2:9][C:10]2[CH:11]=[CH:12][C:13]([F:16])=[CH:14][CH:15]=2)=[N:6][CH:7]=1. The yield is 0.240. (3) The reactants are [H-].[Na+].[CH2:3]([O:10][C:11]1[C:16]([OH:17])=[CH:15][CH:14]=[C:13]([Cl:18])[C:12]=1[C:19]1[CH:24]=[CH:23][CH:22]=[CH:21][C:20]=1[Cl:25])[C:4]1[CH:9]=[CH:8][CH:7]=[CH:6][CH:5]=1.S(C1C=CC(C)=CC=1)(O[CH2:30][C@@H:31]1[O:33][CH2:32]1)(=O)=O. The catalyst is CN(C=O)C. The product is [CH2:3]([O:10][C:11]1[C:16]([O:17][CH2:30][C@H:31]2[CH2:32][O:33]2)=[CH:15][CH:14]=[C:13]([Cl:18])[C:12]=1[C:19]1[CH:24]=[CH:23][CH:22]=[CH:21][C:20]=1[Cl:25])[C:4]1[CH:5]=[CH:6][CH:7]=[CH:8][CH:9]=1. The yield is 0.720. (4) The reactants are [N+:1]([C:4]1[CH:12]=[CH:11][C:10]([O:13][C:14]([F:17])([F:16])[F:15])=[CH:9][C:5]=1[C:6]([OH:8])=[O:7])([O-])=O. The product is [NH2:1][C:4]1[CH:12]=[CH:11][C:10]([O:13][C:14]([F:15])([F:16])[F:17])=[CH:9][C:5]=1[C:6]([OH:8])=[O:7]. The yield is 0.980. The catalyst is CCO.[Pd]. (5) The reactants are Cl[C:2]1[N:7]=[C:6]([NH:8][C@H:9]([CH:11]2[CH2:13][CH2:12]2)[CH3:10])[CH:5]=[N:4][CH:3]=1.C([O-])([O-])=O.[Cs+].[Cs+].[CH:20]([C:22]1[CH:23]=[C:24](B(O)O)[CH:25]=[CH:26][CH:27]=1)=O.[S:31]1[CH2:35][C:34](=[O:36])[NH:33][C:32]1=[O:37].N1CCCCC1. The product is [CH:11]1([C@@H:9]([NH:8][C:6]2[N:7]=[C:2]([C:26]3[CH:27]=[C:22]([CH:23]=[CH:24][CH:25]=3)/[CH:20]=[C:35]3/[C:34](=[O:36])[NH:33][C:32](=[O:37])[S:31]/3)[CH:3]=[N:4][CH:5]=2)[CH3:10])[CH2:13][CH2:12]1. The yield is 0.130. The catalyst is O1CCOCC1.O.O.C(Cl)Cl. (6) The reactants are [N+:1]([C:4]1[CH:21]=[CH:20][C:7]([O:8][C:9]2[CH:10]=[C:11]3[C:15](=[CH:16][CH:17]=2)[C:14](=[O:18])[NH:13][C:12]3=[O:19])=[CH:6][CH:5]=1)([O-:3])=[O:2].[H-].[Na+].[CH3:24]I.O. The catalyst is CN(C=O)C. The product is [N+:1]([C:4]1[CH:21]=[CH:20][C:7]([O:8][C:9]2[CH:10]=[C:11]3[C:15](=[CH:16][CH:17]=2)[C:14](=[O:18])[N:13]([CH3:24])[C:12]3=[O:19])=[CH:6][CH:5]=1)([O-:3])=[O:2]. The yield is 0.830.